From a dataset of Full USPTO retrosynthesis dataset with 1.9M reactions from patents (1976-2016). Predict the reactants needed to synthesize the given product. (1) Given the product [F:29][C:30]1[CH:31]=[C:32]([C:2]2[CH:3]=[C:4]3[C@:15]4([N:20]=[C:19]([NH2:21])[CH2:18][O:17][CH2:16]4)[C:14]4[CH:13]=[C:12]([O:28][CH2:23][C:24]([CH3:27])([CH3:26])[CH3:25])[N:11]=[CH:10][C:9]=4[O:8][C:5]3=[CH:6][CH:7]=2)[CH:33]=[N:34][CH:35]=1, predict the reactants needed to synthesize it. The reactants are: Br[C:2]1[CH:3]=[C:4]2[C@:15]3([N:20]=[C:19]([NH2:21])[CH2:18][O:17][CH2:16]3)[C:14]3[CH:13]=[C:12](Cl)[N:11]=[CH:10][C:9]=3[O:8][C:5]2=[CH:6][CH:7]=1.[CH2:23]([OH:28])[C:24]([CH3:27])([CH3:26])[CH3:25].[F:29][C:30]1[CH:31]=[C:32](B(O)O)[CH:33]=[N:34][CH:35]=1. (2) The reactants are: C(OC([N:8]1[CH2:37][CH2:36][C:11]2([C:15](=[O:16])[N:14]([C:17]3[CH:22]=[CH:21][C:20]([CH:23]4[CH2:28][CH2:27][CH:26]([N:29]5[CH2:33][CH2:32][CH2:31][C@@H:30]5[CH3:34])[CH2:25][CH2:24]4)=[CH:19][C:18]=3[F:35])[CH2:13][CH2:12]2)[CH2:10][CH2:9]1)=O)(C)(C)C.[ClH:38]. Given the product [ClH:38].[F:35][C:18]1[CH:19]=[C:20]([CH:23]2[CH2:28][CH2:27][CH:26]([N:29]3[CH2:33][CH2:32][CH2:31][C@@H:30]3[CH3:34])[CH2:25][CH2:24]2)[CH:21]=[CH:22][C:17]=1[N:14]1[CH2:13][CH2:12][C:11]2([CH2:10][CH2:9][NH:8][CH2:37][CH2:36]2)[C:15]1=[O:16], predict the reactants needed to synthesize it.